Task: Predict hERG channel inhibition at various concentrations.. Dataset: hERG Central: cardiac toxicity at 1µM, 10µM, and general inhibition (1) The drug is COc1ccccc1CN1CCCC(N2CCN(c3ccc(F)cc3)CC2)C1. Results: hERG_inhib (hERG inhibition (general)): blocker. (2) The drug is CCOc1cc(/C=N/NC(=O)NN(C)c2ncc(C(F)(F)F)cc2Cl)ccc1O. Results: hERG_inhib (hERG inhibition (general)): blocker. (3) The drug is Cn1c(-c2ccc(F)cc2)cnc1NCc1cc2c(cc1[N+](=O)[O-])OCO2.O=C(O)C(=O)O. Results: hERG_inhib (hERG inhibition (general)): blocker. (4) The drug is CC1CCCN(CC(O)COC(c2ccccc2)c2ccccc2)C1. Results: hERG_inhib (hERG inhibition (general)): blocker. (5) The compound is CCOC(=O)c1c(NC(=O)C2CCCCC2)sc2c1CCN(CC)C2.Cl. Results: hERG_inhib (hERG inhibition (general)): blocker. (6) Results: hERG_inhib (hERG inhibition (general)): blocker. The compound is COc1cc(CNC23CC4CC(CC(C4)C2)C3)ccc1OCc1ccccc1.Cl.